This data is from Forward reaction prediction with 1.9M reactions from USPTO patents (1976-2016). The task is: Predict the product of the given reaction. (1) Given the reactants C[O:2][C:3](=[O:31])[CH2:4][O:5][C:6]1[CH:15]=[CH:14][C:13]([F:16])=[C:12]2[C:7]=1[C:8]([CH3:30])=[C:9]([CH2:21][C:22]1[CH:27]=[CH:26][C:25]([Cl:28])=[CH:24][C:23]=1[F:29])[C:10]([O:17][CH:18]([F:20])[F:19])=[N:11]2.[OH-].[Li+], predict the reaction product. The product is: [Cl:28][C:25]1[CH:26]=[CH:27][C:22]([CH2:21][C:9]2[C:10]([O:17][CH:18]([F:20])[F:19])=[N:11][C:12]3[C:7]([C:8]=2[CH3:30])=[C:6]([O:5][CH2:4][C:3]([OH:31])=[O:2])[CH:15]=[CH:14][C:13]=3[F:16])=[C:23]([F:29])[CH:24]=1. (2) Given the reactants [C:1]([N:5]1[CH:10]=[CH:9][C:8]([CH3:12])([CH3:11])[CH2:7][CH2:6]1)([CH3:4])([CH3:3])[CH3:2].C(N(CC)CC)C.[O:20]=[C:21]([C:26]1[CH:31]=[CH:30][CH:29]=[CH:28][CH:27]=1)[CH2:22][C:23](Cl)=[O:24].C(OCC)(=O)C, predict the reaction product. The product is: [C:1]([N:5]1[CH2:6][CH2:7][C:8]([CH3:12])([CH3:11])[C:9]([C:23](=[O:24])[CH2:22][C:21]([C:26]2[CH:31]=[CH:30][CH:29]=[CH:28][CH:27]=2)=[O:20])=[CH:10]1)([CH3:4])([CH3:2])[CH3:3]. (3) Given the reactants C(OC([NH:8][C:9]1[CH:10]=[C:11]([CH:16]=[C:17]([C:19]([CH3:22])([CH3:21])[CH3:20])[CH:18]=1)[C:12]([O:14][CH3:15])=[O:13])=O)(C)(C)C.[C:23](O)(C(F)(F)F)=O, predict the reaction product. The product is: [NH2:8][C:9]1[CH:10]=[C:11]([CH:16]=[C:17]([C:19]([CH3:22])([CH3:21])[CH3:20])[CH:18]=1)[C:12]([O:14][CH2:15][CH3:23])=[O:13].